From a dataset of Full USPTO retrosynthesis dataset with 1.9M reactions from patents (1976-2016). Predict the reactants needed to synthesize the given product. (1) The reactants are: [CH2:1]([O:8][C:9]1[CH:10]=[C:11]([C:19](=[O:25])[CH:20](OCC)O)[C:12]2[O:16][C:15](=[O:17])[NH:14][C:13]=2[CH:18]=1)[C:2]1[CH:7]=[CH:6][CH:5]=[CH:4][CH:3]=1.[NH2:26][C:27]([CH3:41])([CH3:40])[CH2:28][CH2:29][N:30]1[C:34]2[CH:35]=[CH:36][CH:37]=[CH:38][C:33]=2[NH:32][C:31]1=[O:39].[BH4-].[Na+].Cl.C(=O)([O-])[O-].[K+].[K+]. Given the product [CH2:1]([O:8][C:9]1[CH:10]=[C:11]([CH:19]([OH:25])[CH2:20][NH:26][C:27]([CH3:41])([CH3:40])[CH2:28][CH2:29][N:30]2[C:34]3[CH:35]=[CH:36][CH:37]=[CH:38][C:33]=3[NH:32][C:31]2=[O:39])[C:12]2[O:16][C:15](=[O:17])[NH:14][C:13]=2[CH:18]=1)[C:2]1[CH:3]=[CH:4][CH:5]=[CH:6][CH:7]=1, predict the reactants needed to synthesize it. (2) Given the product [CH2:1]([O:8][C:9]([N:11]1[CH2:20][CH2:19][C:18]2[C:13](=[C:14]([F:22])[CH:15]=[CH:16][C:17]=2[C:30]2[CH:29]=[C:28]([CH2:27][C:26]([O:25][CH2:23][CH3:24])=[O:45])[CH:33]=[CH:32][C:31]=2[O:34][CH3:35])[CH2:12]1)=[O:10])[C:2]1[CH:7]=[CH:6][CH:5]=[CH:4][CH:3]=1, predict the reactants needed to synthesize it. The reactants are: [CH2:1]([O:8][C:9]([N:11]1[CH2:20][CH2:19][C:18]2[C:13](=[C:14]([F:22])[CH:15]=[CH:16][C:17]=2Br)[CH2:12]1)=[O:10])[C:2]1[CH:7]=[CH:6][CH:5]=[CH:4][CH:3]=1.[CH2:23]([O:25][C:26](=[O:45])[CH2:27][C:28]1[CH:33]=[CH:32][C:31]([O:34][CH3:35])=[C:30](B2OC(C)(C)C(C)(C)O2)[CH:29]=1)[CH3:24].C(=O)([O-])[O-].[Na+].[Na+]. (3) Given the product [CH:24]12[CH2:33][CH:28]3[CH2:29][CH:30]([CH2:32][CH:26]([CH2:27]3)[CH:25]1[CH2:34][O:35][C:36]1[C:44]([Cl:45])=[CH:43][C:39]([C:40]([O:42][C:6]([CH3:10])([CH3:7])[CH3:5])=[O:41])=[C:38]([F:46])[CH:37]=1)[CH2:31]2, predict the reactants needed to synthesize it. The reactants are: ClC1C(OCC2(C(F)(F)F)CCCCC2)=C[C:5](F)=[C:6]([CH:10]=1)[C:7](O)=O.[CH:24]12[CH2:33][CH:28]3[CH2:29][CH:30]([CH2:32][CH:26]([CH2:27]3)[CH:25]1[CH2:34][O:35][C:36]1[C:44]([Cl:45])=[CH:43][C:39]([C:40]([OH:42])=[O:41])=[C:38]([F:46])[CH:37]=1)[CH2:31]2. (4) Given the product [CH3:19][C:20]1[CH:21]=[CH:22][C:23]([N:26]2[CH:30]=[CH:29][C:28]([O:31][CH2:2][C:3]3[C:8]([CH:9]4[CH2:11][CH2:10]4)=[CH:7][CH:6]=[CH:5][C:4]=3[N:12]3[C:16](=[O:17])[N:15]([CH3:18])[N:14]=[N:13]3)=[N:27]2)=[CH:24][CH:25]=1, predict the reactants needed to synthesize it. The reactants are: Br[CH2:2][C:3]1[C:8]([CH:9]2[CH2:11][CH2:10]2)=[CH:7][CH:6]=[CH:5][C:4]=1[N:12]1[C:16](=[O:17])[N:15]([CH3:18])[N:14]=[N:13]1.[CH3:19][C:20]1[CH:25]=[CH:24][C:23]([N:26]2[CH:30]=[CH:29][C:28]([OH:31])=[N:27]2)=[CH:22][CH:21]=1.C(=O)([O-])[O-].[K+].[K+].C(#N)C.